From a dataset of Full USPTO retrosynthesis dataset with 1.9M reactions from patents (1976-2016). Predict the reactants needed to synthesize the given product. (1) Given the product [O:22]=[C:21]1[N:8]([C:2]2[CH:7]=[CH:6][CH:5]=[CH:4][CH:3]=2)[N:9]=[C:11]([CH2:12][CH2:13][C:14]([O:16][CH2:17][CH3:18])=[O:15])[CH2:19][CH2:20]1, predict the reactants needed to synthesize it. The reactants are: Cl.[C:2]1([NH:8][NH2:9])[CH:7]=[CH:6][CH:5]=[CH:4][CH:3]=1.O=[C:11]([CH2:19][CH2:20][C:21](OCC)=[O:22])[CH2:12][CH2:13][C:14]([O:16][CH2:17][CH3:18])=[O:15]. (2) The reactants are: [O:1]=[C:2]([N:8]1[CH2:13][CH2:12][C@H:11]([NH:14][C@H](C2C=CC=CC=2)C)[C@H:10]([C:23]2[CH:28]=[CH:27][CH:26]=[CH:25][CH:24]=2)[CH2:9]1)[CH2:3][NH:4][C:5](=[O:7])[CH3:6]. Given the product [NH2:14][C@H:11]1[CH2:12][CH2:13][N:8]([C:2](=[O:1])[CH2:3][NH:4][C:5](=[O:7])[CH3:6])[CH2:9][C@H:10]1[C:23]1[CH:24]=[CH:25][CH:26]=[CH:27][CH:28]=1, predict the reactants needed to synthesize it. (3) Given the product [OH:15][C:12]1[CH:13]=[CH:14][C:9]([NH:8][C:3]2[C:2]([NH:1][S:24]([C:21]3[CH:20]=[CH:19][C:18]([O:17][CH3:16])=[CH:23][CH:22]=3)(=[O:26])=[O:25])=[CH:7][CH:6]=[CH:5][N:4]=2)=[CH:10][CH:11]=1, predict the reactants needed to synthesize it. The reactants are: [NH2:1][C:2]1[C:3]([NH:8][C:9]2[CH:14]=[CH:13][C:12]([OH:15])=[CH:11][CH:10]=2)=[N:4][CH:5]=[CH:6][CH:7]=1.[CH3:16][O:17][C:18]1[CH:23]=[CH:22][C:21]([S:24](Cl)(=[O:26])=[O:25])=[CH:20][CH:19]=1.